This data is from NCI-60 drug combinations with 297,098 pairs across 59 cell lines. The task is: Regression. Given two drug SMILES strings and cell line genomic features, predict the synergy score measuring deviation from expected non-interaction effect. (1) Drug 1: C1=NC(=NC(=O)N1C2C(C(C(O2)CO)O)O)N. Drug 2: C(=O)(N)NO. Cell line: A549. Synergy scores: CSS=18.7, Synergy_ZIP=-4.82, Synergy_Bliss=1.48, Synergy_Loewe=-13.3, Synergy_HSA=-0.444. (2) Cell line: LOX IMVI. Drug 2: CCN(CC)CCCC(C)NC1=C2C=C(C=CC2=NC3=C1C=CC(=C3)Cl)OC. Synergy scores: CSS=29.1, Synergy_ZIP=0.332, Synergy_Bliss=1.16, Synergy_Loewe=5.05, Synergy_HSA=6.47. Drug 1: CC1=CC=C(C=C1)C2=CC(=NN2C3=CC=C(C=C3)S(=O)(=O)N)C(F)(F)F. (3) Drug 1: CCC1=CC2CC(C3=C(CN(C2)C1)C4=CC=CC=C4N3)(C5=C(C=C6C(=C5)C78CCN9C7C(C=CC9)(C(C(C8N6C)(C(=O)OC)O)OC(=O)C)CC)OC)C(=O)OC.C(C(C(=O)O)O)(C(=O)O)O. Drug 2: C1C(C(OC1N2C=NC3=C2NC=NCC3O)CO)O. Cell line: NCIH23. Synergy scores: CSS=30.3, Synergy_ZIP=-0.514, Synergy_Bliss=2.72, Synergy_Loewe=0.700, Synergy_HSA=3.44. (4) Drug 1: C1CCC(CC1)NC(=O)N(CCCl)N=O. Drug 2: CCCCCOC(=O)NC1=NC(=O)N(C=C1F)C2C(C(C(O2)C)O)O. Cell line: U251. Synergy scores: CSS=24.8, Synergy_ZIP=-8.75, Synergy_Bliss=-5.00, Synergy_Loewe=-12.9, Synergy_HSA=-3.91. (5) Drug 1: CCC1=C2CN3C(=CC4=C(C3=O)COC(=O)C4(CC)O)C2=NC5=C1C=C(C=C5)O. Drug 2: CN(C(=O)NC(C=O)C(C(C(CO)O)O)O)N=O. Cell line: HOP-92. Synergy scores: CSS=18.3, Synergy_ZIP=-0.469, Synergy_Bliss=2.91, Synergy_Loewe=-14.3, Synergy_HSA=1.96. (6) Drug 1: CC1=C2C(C(=O)C3(C(CC4C(C3C(C(C2(C)C)(CC1OC(=O)C(C(C5=CC=CC=C5)NC(=O)C6=CC=CC=C6)O)O)OC(=O)C7=CC=CC=C7)(CO4)OC(=O)C)O)C)OC(=O)C. Drug 2: CC1C(C(CC(O1)OC2CC(CC3=C2C(=C4C(=C3O)C(=O)C5=CC=CC=C5C4=O)O)(C(=O)C)O)N)O. Cell line: NCI-H460. Synergy scores: CSS=52.7, Synergy_ZIP=-3.82, Synergy_Bliss=-4.62, Synergy_Loewe=1.06, Synergy_HSA=2.74. (7) Drug 1: CCC1=CC2CC(C3=C(CN(C2)C1)C4=CC=CC=C4N3)(C5=C(C=C6C(=C5)C78CCN9C7C(C=CC9)(C(C(C8N6C)(C(=O)OC)O)OC(=O)C)CC)OC)C(=O)OC.C(C(C(=O)O)O)(C(=O)O)O. Drug 2: C1C(C(OC1N2C=NC3=C(N=C(N=C32)Cl)N)CO)O. Cell line: SK-MEL-2. Synergy scores: CSS=55.9, Synergy_ZIP=-0.589, Synergy_Bliss=1.51, Synergy_Loewe=-2.09, Synergy_HSA=1.14. (8) Drug 1: CC(CN1CC(=O)NC(=O)C1)N2CC(=O)NC(=O)C2. Drug 2: CCCCC(=O)OCC(=O)C1(CC(C2=C(C1)C(=C3C(=C2O)C(=O)C4=C(C3=O)C=CC=C4OC)O)OC5CC(C(C(O5)C)O)NC(=O)C(F)(F)F)O. Cell line: SF-539. Synergy scores: CSS=15.4, Synergy_ZIP=-4.02, Synergy_Bliss=-2.08, Synergy_Loewe=0.0916, Synergy_HSA=0.153. (9) Drug 1: C1CCC(CC1)NC(=O)N(CCCl)N=O. Drug 2: CC1=C2C(C(=O)C3(C(CC4C(C3C(C(C2(C)C)(CC1OC(=O)C(C(C5=CC=CC=C5)NC(=O)OC(C)(C)C)O)O)OC(=O)C6=CC=CC=C6)(CO4)OC(=O)C)O)C)O. Cell line: OVCAR-5. Synergy scores: CSS=35.9, Synergy_ZIP=-0.524, Synergy_Bliss=3.15, Synergy_Loewe=-22.5, Synergy_HSA=3.42. (10) Cell line: SF-295. Drug 1: CS(=O)(=O)C1=CC(=C(C=C1)C(=O)NC2=CC(=C(C=C2)Cl)C3=CC=CC=N3)Cl. Synergy scores: CSS=38.0, Synergy_ZIP=0.0797, Synergy_Bliss=4.91, Synergy_Loewe=-0.879, Synergy_HSA=5.86. Drug 2: C1=C(C(=O)NC(=O)N1)N(CCCl)CCCl.